From a dataset of Forward reaction prediction with 1.9M reactions from USPTO patents (1976-2016). Predict the product of the given reaction. (1) Given the reactants [C:1]([C:9]1[CH:18]=[C:17]2[C:12]([CH:13]=[CH:14][C:15]([O:19][CH3:20])=[CH:16]2)=[CH:11][CH:10]=1)#[C:2][CH2:3][CH2:4][CH2:5][CH2:6][CH2:7][CH3:8].CCCCCC, predict the reaction product. The product is: [CH2:1]([C:9]1[CH:18]=[C:17]2[C:12]([CH:13]=[CH:14][C:15]([O:19][CH3:20])=[CH:16]2)=[CH:11][CH:10]=1)[CH2:2][CH2:3][CH2:4][CH2:5][CH2:6][CH2:7][CH3:8]. (2) Given the reactants [CH3:1][O:2][C:3](=[O:12])[CH2:4][C:5]1[CH:10]=[CH:9][C:8](Br)=[CH:7][CH:6]=1.C1(P(C2CCCCC2)C2C=CC=CC=2C2C(OC)=CC=CC=2OC)CCCCC1.P([O-])([O-])([O-])=O.[K+].[K+].[K+].[CH2:50]([C:52]([C:71]1[CH:76]=[CH:75][C:74](/[CH:77]=[CH:78]/[C:79]2([OH:85])[CH2:84][CH2:83][O:82][CH2:81][CH2:80]2)=[C:73]([CH3:86])[CH:72]=1)([C:55]1[CH:60]=[CH:59][C:58](B2OC(C)(C)C(C)(C)O2)=[C:57]([CH3:70])[CH:56]=1)[CH2:53][CH3:54])[CH3:51].C(=O)(O)[O-].[Na+], predict the reaction product. The product is: [CH3:1][O:2][C:3](=[O:12])[CH2:4][C:5]1[CH:10]=[CH:9][C:8]([C:58]2[CH:59]=[CH:60][C:55]([C:52]([CH2:53][CH3:54])([C:71]3[CH:76]=[CH:75][C:74](/[CH:77]=[CH:78]/[C:79]4([OH:85])[CH2:84][CH2:83][O:82][CH2:81][CH2:80]4)=[C:73]([CH3:86])[CH:72]=3)[CH2:50][CH3:51])=[CH:56][C:57]=2[CH3:70])=[CH:7][CH:6]=1. (3) Given the reactants COC[O:4][CH2:5][CH2:6][CH2:7][C:8]1[C:9]([CH:13]([CH3:15])[CH3:14])=[N:10][NH:11][CH:12]=1.Cl[C:17]1[CH:22]=[CH:21][C:20]([CH3:23])=[CH:19][N:18]=1.[H-].[Na+].[H][H], predict the reaction product. The product is: [CH3:14][CH:13]([C:9]1[C:8]([CH2:7][CH2:6][CH2:5][OH:4])=[CH:12][N:11]([C:17]2[CH:22]=[CH:21][C:20]([CH3:23])=[CH:19][N:18]=2)[N:10]=1)[CH3:15]. (4) Given the reactants Br[C:2]1[CH:10]=[CH:9][C:5]([C:6]([OH:8])=[O:7])=[CH:4][CH:3]=1.C([Li])CCC.[C:16]1(=[O:22])[CH2:21][CH2:20][CH2:19][CH2:18][CH2:17]1.CCCCCC, predict the reaction product. The product is: [OH:22][C:16]1([C:2]2[CH:10]=[CH:9][C:5]([C:6]([OH:8])=[O:7])=[CH:4][CH:3]=2)[CH2:21][CH2:20][CH2:19][CH2:18][CH2:17]1. (5) Given the reactants [Cl:1][C:2]1[CH:3]=[C:4]([N:8]2[CH2:13][CH2:12][N:11]([C:14]([C:16]3[C:20]([C:21]4[CH:26]=[CH:25][CH:24]=[CH:23][CH:22]=4)=[CH:19][NH:18][CH:17]=3)=[O:15])[CH2:10][CH2:9]2)[CH:5]=[CH:6][CH:7]=1.[H-].[Na+].Cl.[Cl:30][CH2:31][CH2:32][N:33]([CH3:35])[CH3:34], predict the reaction product. The product is: [CH3:7][CH2:2][Cl:1].[ClH:30].[Cl:1][C:2]1[CH:3]=[C:4]([N:8]2[CH2:13][CH2:12][N:11]([C:14]([C:16]3[C:20]([C:21]4[CH:26]=[CH:25][CH:24]=[CH:23][CH:22]=4)=[CH:19][N:18]([CH2:31][CH2:32][N:33]([CH3:35])[CH3:34])[CH:17]=3)=[O:15])[CH2:10][CH2:9]2)[CH:5]=[CH:6][CH:7]=1. (6) Given the reactants [C:1]([O:5][C:6](=[O:41])[NH:7][CH:8]([C:36](=[O:40])[N:37]([CH3:39])[CH3:38])[CH2:9][C:10]1[CH:15]=[CH:14][C:13]([O:16][C:17]2[CH:22]=[CH:21][C:20]([CH2:23][CH2:24][C:25](=[O:35])[NH:26][O:27]CC3C=CC=CC=3)=[CH:19][CH:18]=2)=[CH:12][CH:11]=1)([CH3:4])([CH3:3])[CH3:2].[H][H], predict the reaction product. The product is: [C:1]([O:5][C:6](=[O:41])[NH:7][CH:8]([C:36](=[O:40])[N:37]([CH3:39])[CH3:38])[CH2:9][C:10]1[CH:11]=[CH:12][C:13]([O:16][C:17]2[CH:22]=[CH:21][C:20]([CH2:23][CH2:24][C:25](=[O:35])[NH:26][OH:27])=[CH:19][CH:18]=2)=[CH:14][CH:15]=1)([CH3:2])([CH3:4])[CH3:3]. (7) Given the reactants O[O:2][S:3]([O-:5])=O.[K+].[CH:7]([N:10]1[N:19]=[C:18]([NH:20][C:21]2[CH:25]=[C:24]([CH3:26])[NH:23][N:22]=2)[C:17]2[C:12](=[CH:13][C:14]([CH2:27]SC)=[CH:15][CH:16]=2)[C:11]1=[O:30])([CH3:9])[CH3:8].O1CCOC[CH2:32]1.O, predict the reaction product. The product is: [CH:7]([N:10]1[N:19]=[C:18]([NH:20][C:21]2[CH:25]=[C:24]([CH3:26])[NH:23][N:22]=2)[C:17]2[C:12](=[CH:13][C:14]([CH2:27][S:3]([CH3:32])(=[O:5])=[O:2])=[CH:15][CH:16]=2)[C:11]1=[O:30])([CH3:9])[CH3:8].